Dataset: NCI-60 drug combinations with 297,098 pairs across 59 cell lines. Task: Regression. Given two drug SMILES strings and cell line genomic features, predict the synergy score measuring deviation from expected non-interaction effect. (1) Drug 1: C1=C(C(=O)NC(=O)N1)F. Drug 2: CC1=C2C(C(=O)C3(C(CC4C(C3C(C(C2(C)C)(CC1OC(=O)C(C(C5=CC=CC=C5)NC(=O)C6=CC=CC=C6)O)O)OC(=O)C7=CC=CC=C7)(CO4)OC(=O)C)O)C)OC(=O)C. Cell line: NCI/ADR-RES. Synergy scores: CSS=20.1, Synergy_ZIP=-11.9, Synergy_Bliss=-14.0, Synergy_Loewe=-15.9, Synergy_HSA=-16.0. (2) Drug 1: CCC1(CC2CC(C3=C(CCN(C2)C1)C4=CC=CC=C4N3)(C5=C(C=C6C(=C5)C78CCN9C7C(C=CC9)(C(C(C8N6C)(C(=O)OC)O)OC(=O)C)CC)OC)C(=O)OC)O.OS(=O)(=O)O. Drug 2: CCCCC(=O)OCC(=O)C1(CC(C2=C(C1)C(=C3C(=C2O)C(=O)C4=C(C3=O)C=CC=C4OC)O)OC5CC(C(C(O5)C)O)NC(=O)C(F)(F)F)O. Cell line: IGROV1. Synergy scores: CSS=44.3, Synergy_ZIP=0.988, Synergy_Bliss=0.714, Synergy_Loewe=-2.46, Synergy_HSA=-1.91.